From a dataset of Reaction yield outcomes from USPTO patents with 853,638 reactions. Predict the reaction yield, written as a fraction of the theoretical maximum amount of product (1.0 means a 100% yield; for example, 0.34 means a 34% yield). (1) The reactants are [CH3:1][S:2][CH2:3][S:4]([C:7]1[CH:12]=[CH:11][CH:10]=[CH:9][CH:8]=1)(=[O:6])=[O:5].[H-].[Na+].Br[CH2:16][C@@:17]1([C:22]2[C:31]3[C:26](=[CH:27][CH:28]=[CH:29][CH:30]=3)[CH:25]=[CH:24][CH:23]=2)[CH2:19][CH:18]1[CH2:20]Br.C(OCC)(=O)C.CCCCCC. The catalyst is CN(C)C=O. The product is [C:7]1([S:4]([C:3]2([S:2][CH3:1])[CH2:20][C@H:18]3[C@:17]([C:22]4[C:31]5[C:26](=[CH:27][CH:28]=[CH:29][CH:30]=5)[CH:25]=[CH:24][CH:23]=4)([CH2:19]3)[CH2:16]2)(=[O:5])=[O:6])[CH:12]=[CH:11][CH:10]=[CH:9][CH:8]=1. The yield is 0.530. (2) The reactants are [Cl:1][C:2]1[N:3]([S:15]([C:18]2[CH:23]=[CH:22][C:21]([C:24]([F:27])([F:26])[F:25])=[CH:20][CH:19]=2)(=[O:17])=[O:16])[C:4]([C:9]2[CH:14]=[CH:13][CH:12]=[CH:11][CH:10]=2)=[CH:5][C:6]=1[CH:7]=O.CO.[CH3:30][NH2:31].[BH4-].[Na+].Cl.C(=O)([O-])O.[Na+]. The catalyst is CO. The product is [ClH:1].[Cl:1][C:2]1[N:3]([S:15]([C:18]2[CH:23]=[CH:22][C:21]([C:24]([F:27])([F:26])[F:25])=[CH:20][CH:19]=2)(=[O:17])=[O:16])[C:4]([C:9]2[CH:14]=[CH:13][CH:12]=[CH:11][CH:10]=2)=[CH:5][C:6]=1[CH2:7][NH:31][CH3:30]. The yield is 0.550. (3) The reactants are [Br:1][C:2]1[CH:7]=[CH:6][C:5]([CH2:8][CH2:9][C:10](O)=[O:11])=[CH:4][CH:3]=1.[H-].[Al+3].[Li+].[H-].[H-].[H-].S([O-])([O-])(=O)=O.[Na+].[Na+]. The catalyst is C(OCC)C. The product is [Br:1][C:2]1[CH:3]=[CH:4][C:5]([CH2:8][CH2:9][CH2:10][OH:11])=[CH:6][CH:7]=1. The yield is 0.930. (4) The product is [C:1]([C:5]1[CH:9]=[C:8]([NH:10][C:11](=[O:36])[NH:12][C:13]2[C:22]3[C:17](=[CH:18][CH:19]=[CH:20][CH:21]=3)[C:16]([O:23][CH2:24][C:25]3[CH:30]=[CH:29][N:28]=[C:27]([NH:31][C:32](=[O:35])[CH2:33][NH:57][CH2:56][CH2:55][O:54][CH3:53])[CH:26]=3)=[CH:15][CH:14]=2)[N:7]([C:37]2[CH:42]=[CH:41][C:40]([CH3:43])=[CH:39][CH:38]=2)[N:6]=1)([CH3:4])([CH3:3])[CH3:2]. The yield is 0.110. The reactants are [C:1]([C:5]1[CH:9]=[C:8]([NH:10][C:11](=[O:36])[NH:12][C:13]2[C:22]3[C:17](=[CH:18][CH:19]=[CH:20][CH:21]=3)[C:16]([O:23][CH2:24][C:25]3[CH:30]=[CH:29][N:28]=[C:27]([NH:31][C:32](=[O:35])[CH2:33]Cl)[CH:26]=3)=[CH:15][CH:14]=2)[N:7]([C:37]2[CH:42]=[CH:41][C:40]([CH3:43])=[CH:39][CH:38]=2)[N:6]=1)([CH3:4])([CH3:3])[CH3:2].CCN(C(C)C)C(C)C.[CH3:53][O:54][CH2:55][CH2:56][NH2:57]. The catalyst is C(Cl)Cl.CN(C=O)C. (5) The reactants are CC([O-])(C)C.[K+].[C:7]([CH2:9][C:10]([NH2:12])=[O:11])#[N:8].[CH3:13][CH:14]([CH2:20][CH3:21])/[CH:15]=[CH:16]/[C:17](=O)[CH3:18].O=O.Cl. The catalyst is CS(C)=O.O. The product is [CH:14]([C:15]1[CH:16]=[C:17]([CH3:18])[NH:12][C:10](=[O:11])[C:9]=1[C:7]#[N:8])([CH2:20][CH3:21])[CH3:13]. The yield is 0.530.